Dataset: Forward reaction prediction with 1.9M reactions from USPTO patents (1976-2016). Task: Predict the product of the given reaction. (1) Given the reactants [NH:1]1[CH:5]=[CH:4][C:3]([NH:6][C:7]2[C:16]3[C:11](=[CH:12][C:13]([I:17])=[CH:14][CH:15]=3)[N:10]=[C:9]([C:18]([O:20]CC)=O)[N:8]=2)=[N:2]1.[F:23][C:24]1[CH:29]=[CH:28][C:27]([Mg]Br)=[CH:26][CH:25]=1, predict the reaction product. The product is: [NH:1]1[CH:5]=[CH:4][C:3]([NH:6][C:7]2[C:16]3[C:11](=[CH:12][C:13]([I:17])=[CH:14][CH:15]=3)[N:10]=[C:9]([C:18]([C:27]3[CH:28]=[CH:29][C:24]([F:23])=[CH:25][CH:26]=3)=[O:20])[N:8]=2)=[N:2]1. (2) Given the reactants Cl[C:2]1[CH:11]=[CH:10][C:9]2[C:4](=[CH:5][CH:6]=[C:7](Cl)[CH:8]=2)[N:3]=1.[O:13]([CH2:20][CH2:21][NH2:22])[C:14]1[CH:19]=[CH:18][CH:17]=[CH:16][CH:15]=1.[CH3:23][O:24][C:25]1[CH:26]=[C:27]([CH:30]=[CH:31][CH:32]=1)[CH2:28][NH2:29], predict the reaction product. The product is: [CH3:23][O:24][C:25]1[CH:26]=[C:27]([CH:30]=[CH:31][CH:32]=1)[CH2:28][NH:29][C:7]1[CH:8]=[C:9]2[C:4](=[CH:5][CH:6]=1)[N:3]=[C:2]([NH:22][CH2:21][CH2:20][O:13][C:14]1[CH:19]=[CH:18][CH:17]=[CH:16][CH:15]=1)[CH:11]=[CH:10]2. (3) Given the reactants Cl.O[C:3]1[CH:13]=[C:12]([O:14][CH2:15][CH2:16][O:17][CH2:18][CH2:19][O:20][CH3:21])[CH:11]=[CH:10][C:4]=1C(=N)OCC.Cl.[NH2:23][CH2:24][C:25]([NH:31]Cl)([CH3:30])[C:26]([O:28][CH3:29])=[O:27].CCN(CC)CC.[CH3:40][OH:41], predict the reaction product. The product is: [OH:41][C:40]1[C:12]([O:14][CH2:15][CH2:16][O:17][CH2:18][CH2:19][O:20][CH3:21])=[CH:13][CH:3]=[CH:4][C:10]=1[C:11]1[NH:23][CH2:24][C:25]([CH3:30])([C:26]([O:28][CH3:29])=[O:27])[N:31]=1. (4) Given the reactants C1(SC2C=CC(S([NH:17][CH2:18][C:19]([O:21][C:22]([CH3:25])([CH3:24])[CH3:23])=[O:20])(=O)=O)=CC=2)CCCCC1.C([O-])([O-])=O.[K+].[K+].Cl[CH2:33][CH2:34][N:35]1[CH2:40][CH2:39][O:38][CH2:37][CH2:36]1.CN(C)C(=O)C, predict the reaction product. The product is: [N:35]1([CH2:34][CH2:33][NH:17][CH2:18][C:19]([O:21][C:22]([CH3:23])([CH3:24])[CH3:25])=[O:20])[CH2:40][CH2:39][O:38][CH2:37][CH2:36]1. (5) Given the reactants [Cl:1][C:2]1[CH:3]=[C:4]([CH:21]=[CH:22][C:23]=1[Cl:24])[CH2:5][NH:6][C:7]1[N:12]=[C:11]([NH:13][CH2:14][CH2:15][CH3:16])[N:10]=[C:9]([NH:17][CH2:18][C:19]#[CH:20])[N:8]=1.Cl.C(OCC)C.Cl.C(ONC1N=C(NCCC)N=C(NCC#C)N=1)(C)(C)C, predict the reaction product. The product is: [ClH:1].[Cl:1][C:2]1[CH:3]=[C:4]([CH:21]=[CH:22][C:23]=1[Cl:24])[CH2:5][NH:6][C:7]1[N:8]=[C:9]([NH:17][CH2:18][CH2:19][CH3:20])[N:10]=[C:11]([NH:13][CH2:14][C:15]#[CH:16])[N:12]=1. (6) Given the reactants [O:1]1[CH:5]=[CH:4][CH:3]=[C:2]1[C:6]1[CH:7]=[C:8]([O:16][CH3:17])[C:9]([O:14][CH3:15])=[C:10]([CH:13]=1)[C:11]#[N:12].CON(C)[C:21](=[O:37])[CH:22]([O:35][CH3:36])[C:23]1[CH:28]=[CH:27][C:26]([C:29]2[O:30][C:31]([CH3:34])=[N:32][N:33]=2)=[CH:25][CH:24]=1, predict the reaction product. The product is: [CH3:15][O:14][C:9]1[C:8]([O:16][CH3:17])=[CH:7][C:6]([C:2]2[O:1][C:5]([C:21](=[O:37])[CH:22]([O:35][CH3:36])[C:23]3[CH:24]=[CH:25][C:26]([C:29]4[O:30][C:31]([CH3:34])=[N:32][N:33]=4)=[CH:27][CH:28]=3)=[CH:4][CH:3]=2)=[CH:13][C:10]=1[C:11]#[N:12].